Predict the reaction yield, written as a fraction of the theoretical maximum amount of product (1.0 means a 100% yield; for example, 0.34 means a 34% yield). From a dataset of Reaction yield outcomes from USPTO patents with 853,638 reactions. (1) The reactants are [Cl:1][C:2]1[CH:3]=[C:4]([CH:21]=[CH:22][CH:23]=1)[CH2:5][S:6][C:7]1[NH:12][C:11](=[O:13])[C:10]([O:14]C2CCCCO2)=[CH:9][N:8]=1.Cl. The catalyst is O1CCOCC1. The product is [Cl:1][C:2]1[CH:3]=[C:4]([CH:21]=[CH:22][CH:23]=1)[CH2:5][S:6][C:7]1[NH:12][C:11](=[O:13])[C:10]([OH:14])=[CH:9][N:8]=1. The yield is 0.300. (2) The reactants are [CH2:1]([C:3]1[N:7]([CH3:8])[N:6]=[C:5]([C:9]([OH:11])=O)[CH:4]=1)[CH3:2].[CH3:12][N:13](C=O)C.[C:17](Cl)(=[O:21])C(Cl)=O. The catalyst is ClCCl. The product is [CH3:17][O:21][N:13]([CH3:12])[C:9]([C:5]1[CH:4]=[C:3]([CH2:1][CH3:2])[N:7]([CH3:8])[N:6]=1)=[O:11]. The yield is 0.940. (3) The reactants are [OH:1][CH2:2][C:3]1[C:7]2[CH:8]=[N:9][C:10]([NH:12][C:13]([NH:15][C@@H:16]([C:18]3[CH:23]=[CH:22][CH:21]=[CH:20][CH:19]=3)[CH3:17])=[O:14])=[CH:11][C:6]=2[N:5]([C:24]([C:37]2[CH:42]=[CH:41][CH:40]=[CH:39][CH:38]=2)([C:31]2[CH:36]=[CH:35][CH:34]=[CH:33][CH:32]=2)[C:25]2[CH:30]=[CH:29][CH:28]=[CH:27][CH:26]=2)[N:4]=1.C(=O)([O-])[O-].[Cs+].[Cs+].I[CH2:50][CH3:51].O. The catalyst is CN(C=O)C. The product is [CH2:50]([O:1][CH2:2][C:3]1[C:7]2[CH:8]=[N:9][C:10]([NH:12][C:13]([NH:15][C@@H:16]([C:18]3[CH:23]=[CH:22][CH:21]=[CH:20][CH:19]=3)[CH3:17])=[O:14])=[CH:11][C:6]=2[N:5]([C:24]([C:37]2[CH:42]=[CH:41][CH:40]=[CH:39][CH:38]=2)([C:25]2[CH:26]=[CH:27][CH:28]=[CH:29][CH:30]=2)[C:31]2[CH:32]=[CH:33][CH:34]=[CH:35][CH:36]=2)[N:4]=1)[CH3:51]. The yield is 1.00. (4) The reactants are [Cl-].O[NH3+:3].[C:4](=[O:7])([O-])[OH:5].[Na+].[CH2:9]([N:11]1[CH2:16][CH2:15][CH:14]([N:17]2[C:22](=[O:23])[C:21]([CH2:24][C:25]3[CH:30]=[CH:29][C:28]([C:31]4[C:32]([C:37]#[N:38])=[CH:33][CH:34]=[CH:35][CH:36]=4)=[CH:27][CH:26]=3)=[C:20]([CH2:39][CH2:40][CH3:41])[N:19]3[N:42]=[CH:43][N:44]=[C:18]23)[CH2:13][CH2:12]1)[CH3:10]. The catalyst is CS(C)=O.C(OCC)(=O)C. The product is [CH2:9]([N:11]1[CH2:12][CH2:13][CH:14]([N:17]2[C:22](=[O:23])[C:21]([CH2:24][C:25]3[CH:30]=[CH:29][C:28]([C:31]4[CH:36]=[CH:35][CH:34]=[CH:33][C:32]=4[C:37]4[NH:3][C:4](=[O:7])[O:5][N:38]=4)=[CH:27][CH:26]=3)=[C:20]([CH2:39][CH2:40][CH3:41])[N:19]3[N:42]=[CH:43][N:44]=[C:18]23)[CH2:15][CH2:16]1)[CH3:10]. The yield is 0.350. (5) The reactants are N1C=CN=C1.[CH3:6][C:7]([Si:10](Cl)([CH3:12])[CH3:11])([CH3:9])[CH3:8].[OH:14][CH2:15][CH2:16][C:17]1[O:18][CH:19]=[CH:20][CH:21]=1.CCOCC. The catalyst is CN(C=O)C. The product is [CH3:6][C:7]([Si:10]([CH3:12])([CH3:11])[O:14][CH2:15][CH2:16][C:17]1[O:18][CH:19]=[CH:20][CH:21]=1)([CH3:9])[CH3:8]. The yield is 0.917.